Dataset: Forward reaction prediction with 1.9M reactions from USPTO patents (1976-2016). Task: Predict the product of the given reaction. (1) Given the reactants [CH:1]([O:4][C:5]([C:7]1[N:8]([CH:12]2[C:21]3[C:16](=[CH:17][CH:18]=[C:19]([O:22][CH3:23])[CH:20]=3)[C:15](=O)[CH2:14][C:13]2([CH3:26])[CH3:25])[CH:9]=[N:10][CH:11]=1)=[O:6])([CH3:3])[CH3:2].Cl.[CH3:28][O:29][NH2:30].N1C=CC=CC=1, predict the reaction product. The product is: [CH:1]([O:4][C:5]([C:7]1[N:8]([CH:12]2[C:21]3[C:16](=[CH:17][CH:18]=[C:19]([O:22][CH3:23])[CH:20]=3)/[C:15](=[N:30]/[O:29][CH3:28])/[CH2:14][C:13]2([CH3:25])[CH3:26])[CH:9]=[N:10][CH:11]=1)=[O:6])([CH3:2])[CH3:3]. (2) Given the reactants C(OC([N:8]([OH:24])[C:9]1([CH2:18][C:19]2[S:20][CH:21]=[CH:22][CH:23]=2)[C:14](=[O:15])[NH:13][C:12](=[O:16])[NH:11][C:10]1=[O:17])=O)(C)(C)C, predict the reaction product. The product is: [OH:24][NH:8][C:9]1([CH2:18][C:19]2[S:20][CH:21]=[CH:22][CH:23]=2)[C:10](=[O:17])[NH:11][C:12](=[O:16])[NH:13][C:14]1=[O:15]. (3) The product is: [CH:25]([N:10]1[C:11]([CH:13]2[CH:24]3[CH:14]2[CH2:15][CH:16]2[N:21]([CH3:22])[CH2:20][CH2:19][O:18][CH:17]23)=[CH:12][C:8]([C:5]2[CH:4]=[C:3]([C:28]([F:30])([F:31])[F:29])[C:2]([NH2:1])=[N:7][CH:6]=2)=[N:9]1)([CH3:27])[CH3:26]. Given the reactants [NH2:1][C:2]1[N:7]=[CH:6][C:5]([C:8]2[CH:12]=[C:11]([CH:13]3[CH:24]4[CH:14]3[CH2:15][CH:16]3[N:21]([CH3:22])[C:20](=O)[CH2:19][O:18][CH:17]34)[N:10]([CH:25]([CH3:27])[CH3:26])[N:9]=2)=[CH:4][C:3]=1[C:28]([F:31])([F:30])[F:29].CO, predict the reaction product. (4) Given the reactants CN(C)CCOC1C=CC(CC2C=CC3N=C4C=NN(C)C4=C([Cl:25])C=3C=2)=CC=1.C(C1C=CC2N=C3C=NN(C)C3=C(Cl)C=2C=1)C1C=CC=CC=1.[CH3:51][N:52]([CH3:78])[CH2:53][CH2:54][O:55][C:56]1[CH:77]=[CH:76][C:59]([CH2:60][C:61]2[CH:70]=[CH:69][C:68]3[NH:67][C:66]4[CH:71]=[N:72][N:73]([CH3:74])[C:65]=4[C:64](=[O:75])[C:63]=3[CH:62]=2)=[CH:58][CH:57]=1.Cl, predict the reaction product. The product is: [CH3:78][N:52]([CH3:51])[CH2:53][CH2:54][O:55][C:56]1[CH:57]=[CH:58][C:59]([CH2:60][C:61]2[CH:70]=[CH:69][C:68]3[NH:67][C:66]4[CH:71]=[N:72][N:73]([CH3:74])[C:65]=4[C:64](=[O:75])[C:63]=3[CH:62]=2)=[CH:76][CH:77]=1.[ClH:25].[CH3:78][N:52]([CH3:51])[CH2:53][CH2:54][O:55][C:56]1[CH:57]=[CH:58][C:59]([CH2:60][C:61]2[CH:70]=[CH:69][C:68]3[NH:67][C:66]4[CH:71]=[N:72][N:73]([CH3:74])[C:65]=4[C:64](=[O:75])[C:63]=3[CH:62]=2)=[CH:76][CH:77]=1. (5) Given the reactants [CH:1]1([C@@:7]([OH:33])([C:27]2[CH:32]=[CH:31][CH:30]=[CH:29][CH:28]=2)[C:8]2[N:12]=[CH:11][N:10]([CH2:13][CH:14]3[CH2:19][CH2:18][N:17](C(OC(C)(C)C)=O)[CH2:16][CH2:15]3)[N:9]=2)[CH2:6][CH2:5][CH2:4][CH2:3][CH2:2]1.Cl, predict the reaction product. The product is: [CH:27]1([C@@:7]([C:1]2[CH:6]=[CH:5][CH:4]=[CH:3][CH:2]=2)([C:8]2[N:12]=[CH:11][N:10]([CH2:13][CH:14]3[CH2:19][CH2:18][NH:17][CH2:16][CH2:15]3)[N:9]=2)[OH:33])[CH2:32][CH2:31][CH2:30][CH2:29][CH2:28]1. (6) Given the reactants [O:1]=[C:2]([C:18]1[CH:23]=[CH:22][CH:21]=[CH:20][CH:19]=1)[C@H:3]([NH:7][C:8](=[O:17])[O:9][CH2:10][C:11]1[CH:16]=[CH:15][CH:14]=[CH:13][CH:12]=1)[CH2:4][CH:5]=[CH2:6].C([BH-](C(CC)C)C(CC)C)(CC)C.[Li+], predict the reaction product. The product is: [OH:1][C@H:2]([C:18]1[CH:23]=[CH:22][CH:21]=[CH:20][CH:19]=1)[C@H:3]([NH:7][C:8](=[O:17])[O:9][CH2:10][C:11]1[CH:12]=[CH:13][CH:14]=[CH:15][CH:16]=1)[CH2:4][CH:5]=[CH2:6]. (7) Given the reactants [Cl:1][C:2]1[CH:9]=[C:8]([O:10][CH2:11][C:12]2[N:13]=[C:14]([CH3:17])[S:15][CH:16]=2)[CH:7]=[C:6]([F:18])[C:3]=1[CH2:4][OH:5].[C:19]([O:23][C:24]([N:26]1[CH2:31][CH2:30][N:29]([C:32](Cl)=[O:33])[C@H:28]([CH2:35][CH3:36])[CH2:27]1)=[O:25])([CH3:22])([CH3:21])[CH3:20], predict the reaction product. The product is: [Cl:1][C:2]1[CH:9]=[C:8]([O:10][CH2:11][C:12]2[N:13]=[C:14]([CH3:17])[S:15][CH:16]=2)[CH:7]=[C:6]([F:18])[C:3]=1[CH2:4][O:5][C:32]([N:29]1[CH2:30][CH2:31][N:26]([C:24]([O:23][C:19]([CH3:21])([CH3:20])[CH3:22])=[O:25])[CH2:27][C@H:28]1[CH2:35][CH3:36])=[O:33]. (8) Given the reactants N1CCCCC1C(O)CCCCCCCCC.[CH3:18][CH:19]1[NH:24][CH:23]([CH:25](O)[CH2:26][CH2:27][CH2:28][CH2:29][CH2:30][CH2:31][CH2:32][CH2:33][CH3:34])[CH2:22][CH2:21][CH2:20]1, predict the reaction product. The product is: [CH2:25]([CH:23]1[CH2:22][CH2:21][CH2:20][CH:19]([CH3:18])[NH:24]1)[CH2:26][CH2:27][CH2:28][CH2:29][CH2:30][CH2:31][CH2:32][CH2:33][CH3:34]. (9) Given the reactants [OH-:1].[Na+].BrBr.[CH3:5][C:6]1[O:10][C:9]([CH:11]=[O:12])=[CH:8][CH:7]=1, predict the reaction product. The product is: [CH3:5][C:6]1[O:10][C:9]([C:11]([OH:1])=[O:12])=[CH:8][CH:7]=1. (10) Given the reactants [CH2:1]([N:8]1[CH2:20][C@@H:19]2[C@H:10]([NH:11][CH2:12][C:13]3[C:14]([CH3:21])=[CH:15][CH:16]=[CH:17][C:18]=32)[CH2:9]1)[C:2]1[CH:7]=[CH:6][CH:5]=[CH:4][CH:3]=1.C(N(CC)CC)C.[C:29]1([N:35]=[C:36]=[O:37])[CH:34]=[CH:33][CH:32]=[CH:31][CH:30]=1, predict the reaction product. The product is: [CH2:1]([N:8]1[CH2:20][C@@H:19]2[C@H:10]([N:11]([C:36]([NH:35][C:29]3[CH:34]=[CH:33][CH:32]=[CH:31][CH:30]=3)=[O:37])[CH2:12][C:13]3[C:14]([CH3:21])=[CH:15][CH:16]=[CH:17][C:18]=32)[CH2:9]1)[C:2]1[CH:3]=[CH:4][CH:5]=[CH:6][CH:7]=1.